This data is from Catalyst prediction with 721,799 reactions and 888 catalyst types from USPTO. The task is: Predict which catalyst facilitates the given reaction. (1) Reactant: [OH:1][C:2]([CH3:28])([CH3:27])[CH2:3][O:4][C:5]1[CH:10]=[CH:9][C:8]([C:11]2[S:12][C:13]([C:17]([O:19]CC)=[O:18])=[C:14]([CH3:16])[N:15]=2)=[CH:7][C:6]=1[N:22]1[CH:26]=[N:25][N:24]=[N:23]1.[OH-].[Na+].Cl.O. Product: [OH:1][C:2]([CH3:28])([CH3:27])[CH2:3][O:4][C:5]1[CH:10]=[CH:9][C:8]([C:11]2[S:12][C:13]([C:17]([OH:19])=[O:18])=[C:14]([CH3:16])[N:15]=2)=[CH:7][C:6]=1[N:22]1[CH:26]=[N:25][N:24]=[N:23]1. The catalyst class is: 83. (2) Reactant: [CH3:1][C:2]1[CH:3]=[C:4]2[N:18]=[C:17]3[C:10](=[N:11][C:12]([NH:14][C:15]3=[O:16])=[O:13])[N:9]([CH2:19][C@H:20]([OH:27])[C@H](O)[C@H](O)CO)[C:5]2=[CH:6][C:7]=1[CH3:8].I(O)(O)(O)(O)(O)=O.C(=O)([O-])[O-].[Na+].[Na+]. Product: [CH3:1][C:2]1[C:7]([CH3:8])=[CH:6][C:5]2[N:9]([CH2:19][CH:20]=[O:27])[C:10]3[C:17]([C:15](=[O:16])[NH:14][C:12](=[O:13])[N:11]=3)=[N:18][C:4]=2[CH:3]=1. The catalyst class is: 65. (3) Reactant: C[O:2][C:3]1[C:19]([CH3:20])=[CH:18][C:6]2[CH2:7][CH2:8][N:9]([C:12](=[O:17])[C:13]([F:16])([F:15])[F:14])[CH2:10][CH2:11][C:5]=2[CH:4]=1.B(Br)(Br)Br. Product: [CH3:20][C:19]1[C:3]([OH:2])=[CH:4][C:5]2[CH2:11][CH2:10][N:9]([C:12](=[O:17])[C:13]([F:16])([F:14])[F:15])[CH2:8][CH2:7][C:6]=2[CH:18]=1. The catalyst class is: 2.